From a dataset of Forward reaction prediction with 1.9M reactions from USPTO patents (1976-2016). Predict the product of the given reaction. (1) Given the reactants [C:1]1(=[O:11])[C:9]2[C:4](=[CH:5][CH:6]=[CH:7][CH:8]=2)[C:3](=O)[CH2:2]1.CS(O)(=O)=O, predict the reaction product. The product is: [CH:6]1[CH:5]=[C:4]2[C:3]3[C:2]4[C:1]([C:9]5[C:4]([C:3]=4[C:2]4[C:1]([C:9]6[C:4]([C:3]=4[C:2]=3[C:1](=[O:11])[C:9]2=[CH:8][CH:7]=1)=[CH:5][CH:6]=[CH:7][CH:8]=6)=[O:11])=[CH:5][CH:6]=[CH:7][CH:8]=5)=[O:11]. (2) Given the reactants [NH:1]1[CH2:6][CH2:5][O:4][CH2:3][CH2:2]1.[H-].[Na+].[CH2:9]([O:11][C:12]([N:14]1[C:23]2[C:18](=[N:19][C:20]([O:24][CH3:25])=[CH:21][CH:22]=2)[C@@H:17]([NH:26][C:27]2[N:32]=[C:31]([CH2:33][C:34]3[CH:39]=[C:38]([C:40]([F:43])([F:42])[F:41])[CH:37]=[C:36]([C:44]([F:47])([F:46])[F:45])[CH:35]=3)[C:30]([CH2:48]Br)=[CH:29][N:28]=2)[CH2:16][C@H:15]1[CH2:50][CH3:51])=[O:13])[CH3:10].C(=O)([O-])O.[Na+], predict the reaction product. The product is: [CH2:9]([O:11][C:12]([N:14]1[C:23]2[C:18](=[N:19][C:20]([O:24][CH3:25])=[CH:21][CH:22]=2)[C@@H:17]([NH:26][C:27]2[N:32]=[C:31]([CH2:33][C:34]3[CH:39]=[C:38]([C:40]([F:41])([F:42])[F:43])[CH:37]=[C:36]([C:44]([F:45])([F:46])[F:47])[CH:35]=3)[C:30]([CH2:48][N:1]3[CH2:6][CH2:5][O:4][CH2:3][CH2:2]3)=[CH:29][N:28]=2)[CH2:16][C@H:15]1[CH2:50][CH3:51])=[O:13])[CH3:10]. (3) Given the reactants [CH3:1][O:2][C:3]([C:5]1[S:6][CH:7]=[CH:8][C:9]=1[NH2:10])=[O:4].[Cl:11][C:12]1[CH:17]=[CH:16][C:15]([N:18]=[C:19]=[S:20])=[CH:14][CH:13]=1, predict the reaction product. The product is: [Cl:11][C:12]1[CH:17]=[CH:16][C:15]([NH:18][C:19]([NH:10][C:9]2[CH:8]=[CH:7][S:6][C:5]=2[C:3]([O:2][CH3:1])=[O:4])=[S:20])=[CH:14][CH:13]=1. (4) The product is: [CH3:1][O:2][C:3]([C:5]1[C:10]([S:11][CH:13]([CH3:15])[CH3:14])=[N:9][CH:8]=[CH:7][N:6]=1)=[O:4]. Given the reactants [CH3:1][O:2][C:3]([C:5]1[C:10]([SH:11])=[N:9][CH:8]=[CH:7][N:6]=1)=[O:4].I[CH:13]([CH3:15])[CH3:14], predict the reaction product. (5) Given the reactants IC.[C:3]1([S:9]([C:12]2[CH:30]=[CH:29][C:15]([CH2:16][NH:17][C:18]([C:20]3[CH:21]=[C:22]4[CH:28]=[N:27][NH:26][C:23]4=[N:24][CH:25]=3)=[O:19])=[CH:14][CH:13]=2)(=[O:11])=[O:10])[CH:8]=[CH:7][CH:6]=[CH:5][CH:4]=1.[C:31](=O)([O-])[O-].[K+].[K+], predict the reaction product. The product is: [CH3:31][N:26]1[C:23]2=[N:24][CH:25]=[C:20]([C:18]([NH:17][CH2:16][C:15]3[CH:29]=[CH:30][C:12]([S:9]([C:3]4[CH:4]=[CH:5][CH:6]=[CH:7][CH:8]=4)(=[O:10])=[O:11])=[CH:13][CH:14]=3)=[O:19])[CH:21]=[C:22]2[CH:28]=[N:27]1. (6) Given the reactants Br[C:2]1[CH:11]=[CH:10][C:9]2[N:8]=[CH:7][C:6]3[N:12]([CH3:23])[C:13](=[O:22])[N:14]([C:15]4[C:16]([CH3:21])=[N:17][N:18]([CH3:20])[CH:19]=4)[C:5]=3[C:4]=2[CH:3]=1.[CH3:24][N:25]1[CH2:30][CH2:29][N:28]([C:31]2[CH:36]=[CH:35][C:34](B3OC(C)(C)C(C)(C)O3)=[CH:33][N:32]=2)[CH2:27][CH2:26]1, predict the reaction product. The product is: [CH3:20][N:18]1[CH:19]=[C:15]([N:14]2[C:5]3[C:4]4[CH:3]=[C:2]([C:34]5[CH:33]=[N:32][C:31]([N:28]6[CH2:27][CH2:26][N:25]([CH3:24])[CH2:30][CH2:29]6)=[CH:36][CH:35]=5)[CH:11]=[CH:10][C:9]=4[N:8]=[CH:7][C:6]=3[N:12]([CH3:23])[C:13]2=[O:22])[C:16]([CH3:21])=[N:17]1. (7) Given the reactants [CH:1]1([C:4]2[C:12]3[C:7](=[N:8][CH:9]=[CH:10][C:11]=3[O:13][C:14]3[C:19]([F:20])=[CH:18][C:17]([NH:21]C(=O)C)=[CH:16][C:15]=3[F:25])[N:6](S(C3C=CC(C)=CC=3)(=O)=O)[CH:5]=2)[CH2:3][CH2:2]1.[OH-].[Na+], predict the reaction product. The product is: [CH:1]1([C:4]2[C:12]3[C:7](=[N:8][CH:9]=[CH:10][C:11]=3[O:13][C:14]3[C:15]([F:25])=[CH:16][C:17]([NH2:21])=[CH:18][C:19]=3[F:20])[NH:6][CH:5]=2)[CH2:3][CH2:2]1. (8) Given the reactants [Cl:1][C:2]1[CH:3]=[CH:4][C:5]2[C:14]3[C:9](=[CH:10][N+:11]([O-])=[CH:12][CH:13]=3)[C:8](=[O:16])[N:7]([CH3:17])[C:6]=2[CH:18]=1.O=P(Cl)(Cl)[Cl:21], predict the reaction product. The product is: [Cl:21][C:10]1[N:11]=[CH:12][CH:13]=[C:14]2[C:9]=1[C:8](=[O:16])[N:7]([CH3:17])[C:6]1[CH:18]=[C:2]([Cl:1])[CH:3]=[CH:4][C:5]2=1.